Task: Predict the reaction yield, written as a fraction of the theoretical maximum amount of product (1.0 means a 100% yield; for example, 0.34 means a 34% yield).. Dataset: Reaction yield outcomes from USPTO patents with 853,638 reactions (1) The reactants are [O:1]=[C:2]1[C:10](=[C:11]2[C:19]3[C:14](=[CH:15][C:16]([C:20]([OH:22])=O)=[CH:17][CH:18]=3)[CH2:13][O:12]2)[C:9]2[C:4](=[CH:5][CH:6]=[CH:7][CH:8]=2)[NH:3]1.C(Cl)(=O)C([Cl:26])=O.C(Cl)Cl. The catalyst is CCOCC.CN(C=O)C. The product is [O:1]=[C:2]1[C:10](=[C:11]2[C:19]3[C:14](=[CH:15][C:16]([C:20]([Cl:26])=[O:22])=[CH:17][CH:18]=3)[CH2:13][O:12]2)[C:9]2[C:4](=[CH:5][CH:6]=[CH:7][CH:8]=2)[NH:3]1. The yield is 1.00. (2) The reactants are [F:1][C:2]1[CH:7]=[CH:6][C:5]([C:8](=O)[CH3:9])=[C:4]([OH:11])[CH:3]=1.[Cl-].O[NH3+:14].C([O-])(=O)C.[Na+]. The catalyst is CO. The product is [F:1][C:2]1[CH:7]=[CH:6][C:5]2[C:8]([CH3:9])=[N:14][O:11][C:4]=2[CH:3]=1. The yield is 0.700. (3) The reactants are [CH3:1][O:2][C:3]1[CH:28]=[C:27]([C:29]2[CH:33]=[CH:32][S:31][CH:30]=2)[CH:26]=[CH:25][C:4]=1[O:5][CH2:6][CH2:7][CH2:8][O:9][C:10]1[CH:11]=[C:12]2[C:16](=[CH:17][CH:18]=1)[C@H:15]([CH2:19][C:20]([O:22]CC)=[O:21])[CH2:14][CH2:13]2.[Li+].[OH-]. The catalyst is CCO.C1COCC1.O. The product is [CH3:1][O:2][C:3]1[CH:28]=[C:27]([C:29]2[CH:33]=[CH:32][S:31][CH:30]=2)[CH:26]=[CH:25][C:4]=1[O:5][CH2:6][CH2:7][CH2:8][O:9][C:10]1[CH:11]=[C:12]2[C:16](=[CH:17][CH:18]=1)[C@H:15]([CH2:19][C:20]([OH:22])=[O:21])[CH2:14][CH2:13]2. The yield is 0.730.